From a dataset of Forward reaction prediction with 1.9M reactions from USPTO patents (1976-2016). Predict the product of the given reaction. (1) Given the reactants [F:1][C:2]([F:15])([F:14])[S:3]([O:6]S(C(F)(F)F)(=O)=O)(=[O:5])=[O:4].O[C:17]1[CH:18]=[CH:19][C:20]([C:23]2[N:27]([C:28]3[CH:33]=[CH:32][CH:31]=[CH:30][N:29]=3)[N:26]=[C:25]([C:34]([O:36][CH2:37][CH3:38])=[O:35])[CH:24]=2)=[N:21][CH:22]=1.O, predict the reaction product. The product is: [N:29]1[CH:30]=[CH:31][CH:32]=[CH:33][C:28]=1[N:27]1[C:23]([C:20]2[CH:19]=[CH:18][C:17]([O:6][S:3]([C:2]([F:15])([F:14])[F:1])(=[O:5])=[O:4])=[CH:22][N:21]=2)=[CH:24][C:25]([C:34]([O:36][CH2:37][CH3:38])=[O:35])=[N:26]1. (2) Given the reactants [CH2:1]([N:3]([CH2:39][CH3:40])[C:4]([C:6]1[CH:11]=[CH:10][C:9]([CH:12]([C:31]2[CH:36]=[CH:35][CH:34]=[C:33]([O:37]C)[CH:32]=2)[CH2:13][CH2:14][N:15]2[CH2:20][CH2:19][CH:18]([N:21]3[C:25]4[CH:26]=[CH:27][CH:28]=[CH:29][C:24]=4[NH:23][C:22]3=[O:30])[CH2:17][CH2:16]2)=[CH:8][CH:7]=1)=[O:5])[CH3:2].B(Br)(Br)Br.CO.N.[Cl:48]CCl, predict the reaction product. The product is: [ClH:48].[CH2:39]([N:3]([CH2:1][CH3:2])[C:4]([C:6]1[CH:7]=[CH:8][C:9]([CH:12]([C:31]2[CH:36]=[CH:35][CH:34]=[C:33]([OH:37])[CH:32]=2)[CH2:13][CH2:14][N:15]2[CH2:20][CH2:19][CH:18]([N:21]3[C:25]4[CH:26]=[CH:27][CH:28]=[CH:29][C:24]=4[NH:23][C:22]3=[O:30])[CH2:17][CH2:16]2)=[CH:10][CH:11]=1)=[O:5])[CH3:40]. (3) Given the reactants [C:1]([O:5][C:6]([N:8]1[CH2:11][C:10]([O:13][C:14]2[CH:15]=[CH:16][C:17]3[O:22][CH2:21][C:20](=O)[N:19]([CH:24]([C:26]([O:28][CH2:29][CH3:30])=[O:27])[CH3:25])[C:18]=3[CH:31]=2)([CH3:12])[CH2:9]1)=[O:7])([CH3:4])([CH3:3])[CH3:2].COC1C=CC(P2(SP(C3C=CC(OC)=CC=3)(=S)S2)=[S:41])=CC=1, predict the reaction product. The product is: [C:1]([O:5][C:6]([N:8]1[CH2:11][C:10]([O:13][C:14]2[CH:15]=[CH:16][C:17]3[O:22][CH2:21][C:20](=[S:41])[N:19]([CH:24]([C:26]([O:28][CH2:29][CH3:30])=[O:27])[CH3:25])[C:18]=3[CH:31]=2)([CH3:12])[CH2:9]1)=[O:7])([CH3:4])([CH3:3])[CH3:2]. (4) Given the reactants [Mg+2].[I-].[I-].[Cl:4][CH2:5][CH2:6][CH2:7][N:8]1[C:16]2[C:11](=[CH:12][CH:13]=[CH:14][C:15]=2[O:17][CH3:18])[CH:10]=[CH:9]1.[N:19]([CH2:22][C:23]1[CH:28]=[CH:27][CH:26]=[C:25]([CH3:29])[CH:24]=1)=[C:20]=[O:21], predict the reaction product. The product is: [Cl:4][CH2:5][CH2:6][CH2:7][N:8]1[C:16]2[C:11](=[CH:12][CH:13]=[CH:14][C:15]=2[O:17][CH3:18])[C:10]([C:20]([NH:19][CH2:22][C:23]2[CH:28]=[CH:27][CH:26]=[C:25]([CH3:29])[CH:24]=2)=[O:21])=[CH:9]1. (5) Given the reactants NCC(O)=O.[CH3:6][CH2:7][C@@:8]1([OH:31])[C:13](=[O:14])[O:12][CH2:11][C:10]2[C:15]([N:17]3[C:29](=[CH:30][C:9]1=2)[C:28]1[N:27]=[C:26]2[C:21]([CH:22]=[CH:23][CH:24]=[CH:25]2)=[CH:20][C:19]=1[CH2:18]3)=[O:16].CN(C1C=CC=CN=1)C.C1(N=C=NC2CCCCC2)CCCCC1, predict the reaction product. The product is: [CH3:6][CH2:7][C@@:8]1([OH:31])[C:13](=[O:14])[O:12][CH2:11][C:10]2[C:15]([N:17]3[C:29](=[CH:30][C:9]1=2)[C:28]1[N:27]=[C:26]2[C:21]([CH:22]=[CH:23][CH:24]=[CH:25]2)=[CH:20][C:19]=1[CH2:18]3)=[O:16]. (6) Given the reactants [F:1][C:2]1[CH:3]=[C:4]([N+:9]([O-:11])=[O:10])[CH:5]=[CH:6][C:7]=1F.[C:12]1(=[O:22])[NH:16][C:15](=[O:17])[C:14]2=[CH:18][CH:19]=[CH:20][CH:21]=[C:13]12.[K], predict the reaction product. The product is: [F:1][C:2]1[CH:3]=[C:4]([N+:9]([O-:11])=[O:10])[CH:5]=[CH:6][C:7]=1[N:16]1[C:12](=[O:22])[C:13]2[C:14](=[CH:18][CH:19]=[CH:20][CH:21]=2)[C:15]1=[O:17]. (7) Given the reactants [SH:1][C:2]1[CH:10]=[CH:9][C:8]([C:11]2[CH:16]=[CH:15][CH:14]=[CH:13][CH:12]=2)=[CH:7][C:3]=1[C:4](O)=O.[NH2:17][C:18]1[CH:23]=[CH:22][CH:21]=[CH:20][C:19]=1[SH:24], predict the reaction product. The product is: [S:24]1[C:19]2[CH:20]=[CH:21][CH:22]=[CH:23][C:18]=2[N:17]=[C:4]1[C:3]1[CH:7]=[C:8]([C:11]2[CH:16]=[CH:15][CH:14]=[CH:13][CH:12]=2)[CH:9]=[CH:10][C:2]=1[SH:1]. (8) Given the reactants CC1C=CC(S(O[CH2:12][CH2:13][O:14][CH2:15][CH2:16][O:17][CH2:18][CH2:19][O:20][CH2:21][CH2:22][CH2:23][O:24][CH2:25][C:26]2[CH:31]=[CH:30][CH:29]=[CH:28][CH:27]=2)(=O)=O)=CC=1.[N-:32]=[N+:33]=[N-:34].[Na+].O, predict the reaction product. The product is: [N:32]([CH2:12][CH2:13][O:14][CH2:15][CH2:16][O:17][CH2:18][CH2:19][O:20][CH2:21][CH2:22][CH2:23][O:24][CH2:25][C:26]1[CH:31]=[CH:30][CH:29]=[CH:28][CH:27]=1)=[N+:33]=[N-:34]. (9) Given the reactants [Cl:1][C:2]1[C:7]([F:8])=[CH:6][C:5](C=C)=[CH:4][N:3]=1.S([O-])([O-])=[O:12].[Na+].[Na+].CCO[C:20]([CH3:22])=[O:21], predict the reaction product. The product is: [Cl:1][C:2]1[N:3]=[CH:4][C:5]([C@H:20]([OH:21])[CH2:22][OH:12])=[CH:6][C:7]=1[F:8]. (10) Given the reactants [CH2:1]([CH:3]1[N:12]2[C:7](=[CH:8][C:9](=[O:18])[C:10]([C:13]([O:15]CC)=[O:14])=[CH:11]2)[C:6]2[CH:19]=[C:20]([O:27][CH3:28])[C:21]([O:23][CH2:24][CH2:25][OH:26])=[CH:22][C:5]=2[CH2:4]1)[CH3:2].[OH-].[Na+].Cl, predict the reaction product. The product is: [CH2:1]([CH:3]1[N:12]2[C:7](=[CH:8][C:9](=[O:18])[C:10]([C:13]([OH:15])=[O:14])=[CH:11]2)[C:6]2[CH:19]=[C:20]([O:27][CH3:28])[C:21]([O:23][CH2:24][CH2:25][OH:26])=[CH:22][C:5]=2[CH2:4]1)[CH3:2].